From a dataset of Forward reaction prediction with 1.9M reactions from USPTO patents (1976-2016). Predict the product of the given reaction. (1) The product is: [N:19]([CH:6]1[CH2:11][CH2:10][N:9]([C:12]([O:14][C:15]([CH3:18])([CH3:17])[CH3:16])=[O:13])[CH2:8][CH2:7]1)=[N+:20]=[N-:21]. Given the reactants CS(O[CH:6]1[CH2:11][CH2:10][N:9]([C:12]([O:14][C:15]([CH3:18])([CH3:17])[CH3:16])=[O:13])[CH2:8][CH2:7]1)(=O)=O.[N-:19]=[N+:20]=[N-:21].[Na+], predict the reaction product. (2) Given the reactants [N+:1]([C:4]1[CH:11]=[CH:10][C:7]([CH2:8][OH:9])=[CH:6][CH:5]=1)([O-:3])=[O:2].[CH2:12]=[C:13]1[O:17][C:15](=[O:16])[CH2:14]1.C(N(CC)CC)C, predict the reaction product. The product is: [C:15]([O:9][CH2:8][C:7]1[CH:6]=[CH:5][C:4]([N+:1]([O-:3])=[O:2])=[CH:11][CH:10]=1)(=[O:16])[CH2:14][C:13]([CH3:12])=[O:17]. (3) Given the reactants [CH2:1]([C:3]([C:28]1[CH:33]=[CH:32][C:31]([OH:34])=[C:30]([CH3:35])[CH:29]=1)([C:6]1[CH:11]=[CH:10][C:9]([C:12]#[C:13][C:14]([O:23][CH2:24][O:25][CH3:26])([C:19]([F:22])([F:21])[F:20])[C:15]([F:18])([F:17])[F:16])=[C:8]([CH3:27])[CH:7]=1)[CH2:4][CH3:5])[CH3:2].O[CH2:37][C@H:38]1[O:43][C:42](=[O:44])[CH2:41][CH2:40][CH2:39]1, predict the reaction product. The product is: [CH2:1]([C:3]([C:28]1[CH:33]=[CH:32][C:31]([O:34][CH2:37][C@H:38]2[O:43][C:42](=[O:44])[CH2:41][CH2:40][CH2:39]2)=[C:30]([CH3:35])[CH:29]=1)([C:6]1[CH:11]=[CH:10][C:9]([C:12]#[C:13][C:14]([O:23][CH2:24][O:25][CH3:26])([C:19]([F:20])([F:21])[F:22])[C:15]([F:18])([F:17])[F:16])=[C:8]([CH3:27])[CH:7]=1)[CH2:4][CH3:5])[CH3:2]. (4) Given the reactants Cl[C:2]1[CH:7]=[C:6]([O:8][C:9]2[C:15]([F:16])=[CH:14][C:12]([NH2:13])=[C:11]([F:17])[CH:10]=2)[CH:5]=[CH:4][N:3]=1.[CH:18]1([C:21]([NH2:23])=[O:22])[CH2:20][CH2:19]1.CC1(C)C2C(=C(P(C3C=CC=CC=3)C3C=CC=CC=3)C=CC=2)OC2C(P(C3C=CC=CC=3)C3C=CC=CC=3)=CC=CC1=2.C([O-])([O-])=O.[Cs+].[Cs+], predict the reaction product. The product is: [NH2:13][C:12]1[C:11]([F:17])=[CH:10][C:9]([O:8][C:6]2[CH:5]=[CH:4][N:3]=[C:2]([NH:23][C:21]([CH:18]3[CH2:20][CH2:19]3)=[O:22])[CH:7]=2)=[C:15]([F:16])[CH:14]=1. (5) Given the reactants [Br:1][C:2]1[N:3]=[C:4]2[C:10]([C:11]([OH:13])=O)=[CH:9][N:8]([CH2:14][O:15][CH2:16][CH2:17][Si:18]([CH3:21])([CH3:20])[CH3:19])[C:5]2=[N:6][CH:7]=1.C1C=CC2N(O)N=NC=2C=1.C(Cl)CCl.[CH3:36][C:37]([CH3:42])([CH3:41])[C@@H:38]([NH2:40])[CH3:39].C(N(CC)C(C)C)(C)C, predict the reaction product. The product is: [CH3:39][C@H:38]([NH:40][C:11]([C:10]1[C:4]2[C:5](=[N:6][CH:7]=[C:2]([Br:1])[N:3]=2)[N:8]([CH2:14][O:15][CH2:16][CH2:17][Si:18]([CH3:21])([CH3:20])[CH3:19])[CH:9]=1)=[O:13])[C:37]([CH3:42])([CH3:41])[CH3:36]. (6) Given the reactants [N:1]([CH2:4][C:5]1[CH:6]=[C:7]([CH2:11][CH:12]([NH:14][C:15]2[N:20]=[C:19]([N:21]([CH3:35])[C:22]3[CH:27]=[C:26]([NH2:28])[N:25]=[C:24]([C:29]4[CH:34]=[CH:33][CH:32]=[CH:31][CH:30]=4)[N:23]=3)[CH:18]=[CH:17][N:16]=2)[CH3:13])[CH:8]=[CH:9][CH:10]=1)=[N+]=[N-].[Cl-].[NH4+], predict the reaction product. The product is: [NH2:1][CH2:4][C:5]1[CH:6]=[C:7]([CH2:11][CH:12]([NH:14][C:15]2[N:20]=[C:19]([N:21]([CH3:35])[C:22]3[CH:27]=[C:26]([NH2:28])[N:25]=[C:24]([C:29]4[CH:30]=[CH:31][CH:32]=[CH:33][CH:34]=4)[N:23]=3)[CH:18]=[CH:17][N:16]=2)[CH3:13])[CH:8]=[CH:9][CH:10]=1. (7) Given the reactants [CH:1]1([C@@H:4]([NH2:6])[CH3:5])[CH2:3][CH2:2]1.[CH:7](=O)[C:8]1[CH:13]=[CH:12][CH:11]=[CH:10][CH:9]=1.[BH-](OC(C)=O)(OC(C)=O)OC(C)=O.[Na+], predict the reaction product. The product is: [CH2:7]([NH:6][C@H:4]([CH:1]1[CH2:3][CH2:2]1)[CH3:5])[C:8]1[CH:13]=[CH:12][CH:11]=[CH:10][CH:9]=1. (8) Given the reactants [CH:1]([C:3]1[CH:8]=[CH:7][C:6]([C:9]2[CH:14]=[CH:13][CH:12]=[C:11]([CH2:15][NH:16][C:17]([NH:19][C:20]3[CH:25]=[CH:24][CH:23]=[CH:22][CH:21]=3)=[O:18])[CH:10]=2)=[CH:5][CH:4]=1)=O.[S:26]1[CH2:30][C:29](=[O:31])[NH:28][C:27]1=[O:32], predict the reaction product. The product is: [O:32]=[C:27]1[NH:28][C:29](=[O:31])[C:30](=[CH:1][C:3]2[CH:4]=[CH:5][C:6]([C:9]3[CH:14]=[CH:13][CH:12]=[C:11]([CH2:15][NH:16][C:17]([NH:19][C:20]4[CH:25]=[CH:24][CH:23]=[CH:22][CH:21]=4)=[O:18])[CH:10]=3)=[CH:7][CH:8]=2)[S:26]1. (9) Given the reactants [NH2:1][C:2]1[CH:3]=[N:4][N:5]([CH3:25])[C:6]=1[N:7]1[CH2:13][CH2:12][CH2:11][C@@H:10]([NH:14]C(=O)OCC2C=CC=CC=2)[CH2:9][CH2:8]1.C(OC([NH:33][C:34]1[S:38][C:37]([C:39]2[CH:44]=[CH:43][CH:42]=[C:41]([F:45])[C:40]=2[F:46])=[N:36][C:35]=1[C:47](O)=[O:48])=O)(C)(C)C, predict the reaction product. The product is: [NH2:33][C:34]1[S:38][C:37]([C:39]2[CH:44]=[CH:43][CH:42]=[C:41]([F:45])[C:40]=2[F:46])=[N:36][C:35]=1[C:47]([NH:1][C:2]1[CH:3]=[N:4][N:5]([CH3:25])[C:6]=1[N:7]1[CH2:13][CH2:12][CH2:11][C@@H:10]([NH2:14])[CH2:9][CH2:8]1)=[O:48]. (10) Given the reactants C(OC([N:8]1[CH2:13][CH2:12][N:11]([CH2:14][C:15]2[N:16]([CH3:31])[C:17]3[C:22]([N:23]=2)=[C:21]([N:24]2[CH2:29][CH2:28][O:27][CH2:26][CH2:25]2)[N:20]=[C:19]([Cl:30])[N:18]=3)[C:10]([CH3:33])([CH3:32])[CH2:9]1)=O)(C)(C)C.C(O)(C(F)(F)F)=O, predict the reaction product. The product is: [Cl:30][C:19]1[N:18]=[C:17]2[C:22]([N:23]=[C:15]([CH2:14][N:11]3[CH2:12][CH2:13][NH:8][CH2:9][C:10]3([CH3:33])[CH3:32])[N:16]2[CH3:31])=[C:21]([N:24]2[CH2:29][CH2:28][O:27][CH2:26][CH2:25]2)[N:20]=1.